Predict the product of the given reaction. From a dataset of Forward reaction prediction with 1.9M reactions from USPTO patents (1976-2016). Given the reactants [CH2:1]([C@@:4]1([CH3:31])[CH2:9][C@H:8]([C:10]2[CH:15]=[C:14]([F:16])[CH:13]=[C:12]([Cl:17])[CH:11]=2)[C@@H:7]([C:18]2[CH:23]=[CH:22][C:21]([Cl:24])=[CH:20][CH:19]=2)[N:6]([C@@H:25]([CH2:28][CH3:29])[CH2:26]O)[C:5]1=[O:30])[CH:2]=[CH2:3].[CH2:32]([S:34]([NH2:37])(=[O:36])=[O:35])[CH3:33], predict the reaction product. The product is: [CH2:1]([C@@:4]1([CH3:31])[CH2:9][C@H:8]([C:10]2[CH:15]=[C:14]([F:16])[CH:13]=[C:12]([Cl:17])[CH:11]=2)[C@@H:7]([C:18]2[CH:23]=[CH:22][C:21]([Cl:24])=[CH:20][CH:19]=2)[N:6]([C@@H:25]([CH2:28][CH3:29])[CH2:26][NH:37][S:34]([CH2:32][CH3:33])(=[O:36])=[O:35])[C:5]1=[O:30])[CH:2]=[CH2:3].